Regression. Given a peptide amino acid sequence and an MHC pseudo amino acid sequence, predict their binding affinity value. This is MHC class I binding data. From a dataset of Peptide-MHC class I binding affinity with 185,985 pairs from IEDB/IMGT. (1) The peptide sequence is EEGIIPDWQDY. The MHC is Mamu-A11 with pseudo-sequence Mamu-A11. The binding affinity (normalized) is 0. (2) The peptide sequence is FPGDKTSYW. The MHC is HLA-B54:01 with pseudo-sequence HLA-B54:01. The binding affinity (normalized) is 0.213.